This data is from Full USPTO retrosynthesis dataset with 1.9M reactions from patents (1976-2016). The task is: Predict the reactants needed to synthesize the given product. (1) Given the product [CH3:12][O:10][C:9]([C:3]1[C:2]([NH2:1])=[CH:7][CH:6]=[C:5]([Cl:8])[N:4]=1)=[O:11], predict the reactants needed to synthesize it. The reactants are: [NH2:1][C:2]1[C:3]([C:9]([OH:11])=[O:10])=[N:4][C:5]([Cl:8])=[CH:6][CH:7]=1.[C:12]1(C)C=CC=CC=1.C[Si](C=[N+]=[N-])(C)C. (2) Given the product [Cl:1][CH2:2][CH2:3][O:4][C:5]1[CH:6]=[C:7]([N:28]2[CH2:29][CH2:30][N:31]([CH3:34])[CH2:32][CH2:33]2)[CH:8]=[C:9]([CH2:14][S:15]([C:18]2[C:27]3[C:22](=[CH:23][CH:24]=[CH:25][CH:26]=3)[CH:21]=[CH:20][CH:19]=2)(=[O:17])=[O:16])[C:10]=1[NH2:11], predict the reactants needed to synthesize it. The reactants are: [Cl:1][CH2:2][CH2:3][O:4][C:5]1[CH:6]=[C:7]([N:28]2[CH2:33][CH2:32][N:31]([CH3:34])[CH2:30][CH2:29]2)[CH:8]=[C:9]([CH2:14][S:15]([C:18]2[C:27]3[C:22](=[CH:23][CH:24]=[CH:25][CH:26]=3)[CH:21]=[CH:20][CH:19]=2)(=[O:17])=[O:16])[C:10]=1[N+:11]([O-])=O.C1COCC1. (3) Given the product [N:1]1[N:9]2[C:4]([CH2:5][O:6][CH2:7][CH2:8]2)=[CH:3][C:12]=1[C:11]([O:15][CH2:16][CH3:17])=[O:14], predict the reactants needed to synthesize it. The reactants are: [N:1]1O[C:3]([O-])=[C:4]2[N+:9]=1[CH2:8][CH2:7][O:6][CH2:5]2.[C:11]([O:15][CH2:16][CH3:17])(=[O:14])[C:12]#C. (4) Given the product [CH:1]([N:4]1[C:8]2[CH:9]=[CH:10][CH:11]=[CH:12][C:7]=2[N:6]([C:20]([NH:45][CH2:46][CH:47]2[CH2:52][CH2:51][N:50]([CH2:53][C:54]3([C:59]([OH:61])=[O:60])[CH2:58][CH2:57][CH2:56][CH2:55]3)[CH2:49][CH2:48]2)=[O:23])[C:5]1=[O:13])([CH3:3])[CH3:2], predict the reactants needed to synthesize it. The reactants are: [CH:1]([N:4]1[C:8]2[CH:9]=[CH:10][CH:11]=[CH:12][C:7]=2[NH:6][C:5]1=[O:13])([CH3:3])[CH3:2].[N+](C1C=C[C:20]([O:23]C(Cl)=O)=CC=1)([O-])=O.CCN(CC)CC.CC1C=CC(S(O)(=O)=O)=CC=1.[NH2:45][CH2:46][CH:47]1[CH2:52][CH2:51][N:50]([CH2:53][C:54]2([C:59]([OH:61])=[O:60])[CH2:58][CH2:57][CH2:56][CH2:55]2)[CH2:49][CH2:48]1. (5) Given the product [Br:25][C:2]1[CH:11]=[C:10]([C:12]([O:14][CH3:15])=[O:13])[CH:9]=[CH:8][C:3]=1[C:4]([O:6][CH3:7])=[O:5], predict the reactants needed to synthesize it. The reactants are: N[C:2]1[CH:11]=[C:10]([C:12]([O:14][CH3:15])=[O:13])[CH:9]=[CH:8][C:3]=1[C:4]([O:6][CH3:7])=[O:5].N([O-])=O.[Na+].C(O)CCC.[BrH:25]. (6) Given the product [C:7]1([C:2]2[N:6]=[C:5]([CH:14]([C:13]#[N:17])[C:15]#[N:16])[S:4][CH:3]=2)[CH:12]=[CH:11][CH:10]=[CH:9][CH:8]=1, predict the reactants needed to synthesize it. The reactants are: O=[C:2]([C:7]1[CH:12]=[CH:11][CH:10]=[CH:9][CH:8]=1)[CH2:3][S:4][C:5]#[N:6].[C:13](#[N:17])[CH2:14][C:15]#[N:16].C(N(CC)CC)C.C(O)(=O)C. (7) Given the product [Br:1][C:2]1[CH:3]=[C:4]([S:8][C:10]([CH3:17])([CH3:16])[C:11]([O:13][CH2:14][CH3:15])=[O:12])[CH:5]=[CH:6][CH:7]=1, predict the reactants needed to synthesize it. The reactants are: [Br:1][C:2]1[CH:3]=[C:4]([SH:8])[CH:5]=[CH:6][CH:7]=1.Br[C:10]([CH3:17])([CH3:16])[C:11]([O:13][CH2:14][CH3:15])=[O:12].C([O-])([O-])=O.[K+].[K+]. (8) Given the product [C:23]([O:27][C:28](=[O:30])[N:29]([CH2:17][CH:18]1[CH2:22][CH2:21][N:20]([CH:2]([C:9]2[CH:14]=[CH:13][CH:12]=[CH:11][CH:10]=2)[C:3]2[CH:8]=[CH:7][CH:6]=[CH:5][CH:4]=2)[CH2:19]1)[CH3:31])([CH3:26])([CH3:25])[CH3:24], predict the reactants needed to synthesize it. The reactants are: Cl[CH:2]([C:9]1[CH:14]=[CH:13][CH:12]=[CH:11][CH:10]=1)[C:3]1[CH:8]=[CH:7][CH:6]=[CH:5][CH:4]=1.CN[CH2:17][CH:18]1[CH2:22][CH2:21][NH:20][CH2:19]1.[C:23]([O:27][C:28](=[O:30])[NH2:29])([CH3:26])([CH3:25])[CH3:24].[C:31]([O-])([O-])=O.[K+].[K+].